From a dataset of Reaction yield outcomes from USPTO patents with 853,638 reactions. Predict the reaction yield, written as a fraction of the theoretical maximum amount of product (1.0 means a 100% yield; for example, 0.34 means a 34% yield). The reactants are [O:1]1[C:6]2[CH:7]=[CH:8][C:9]([C:11]([C:13]3[CH:18]=[CH:17][C:16]([O:19][CH3:20])=[C:15]([O:21][CH3:22])[CH:14]=3)=O)=[CH:10][C:5]=2[O:4][CH2:3][CH2:2]1.C(OP([CH2:31][C:32]#[N:33])(=O)OCC)C.C[Si]([N-][Si](C)(C)C)(C)C.[Li+].O1C2C=CC(C(C3C=C(OC)C=C(OC)C=3)=CC#N)=CC=2OCC1. The catalyst is C1COCC1. The product is [O:1]1[C:6]2[CH:7]=[CH:8][C:9]([C:11]([C:13]3[CH:18]=[CH:17][C:16]([O:19][CH3:20])=[C:15]([O:21][CH3:22])[CH:14]=3)=[CH:31][C:32]#[N:33])=[CH:10][C:5]=2[O:4][CH2:3][CH2:2]1. The yield is 0.860.